Binary Classification. Given two protein amino acid sequences, predict whether they physically interact or not. From a dataset of Human Reference Interactome with 51,813 positive PPI pairs across 8,248 proteins, plus equal number of experimentally-validated negative pairs. (1) Protein 1 (ENSG00000162148) has sequence MPGGYALSQPVSCMEATPNPMESLRHLHPHVGRTLTSADPFYQNTPHSSRCVAHS*MMGKLPLGVVSPYVKMSSGGYTDPLKFYATSYCTAYGREDFKPRVGSHVGTGYKSNFQPVVSCQASLEALDNPARGEQAQDHFQSVASQSYRPLEVPDGKHPLPWSMRQTSSGYGREKPSAGPPTKEVRKVHFDTQEHGPQAITGLEPREVPLLHQQQGQDPLERENFRHGPRFMTSEYNSKYLRDPLDQPDFLQKKSIGAKEGSGFTKQSHQSPIVFQPPSQALPGDPALLPGQSVTKSDFLP.... Protein 2 (ENSG00000182816) has sequence MSYNCCSGNFSSRSCGDYLRYPASSRGFSYPSNLVYSTDLCSPSTCQLGSSLYRGCQEICWEPTSCQTSYVESSPCQTSCYRPRTSLLCSPCKTTYSGSLGFGSSSCRSLGYGSRSCYSVGCGSSGVRSLGYGSCGFPSLGYGSGFCRPTYLASRSCQSPCYRPAYGSTFCRSTC*. Result: 1 (the proteins interact). (2) Protein 1 (ENSG00000168621) has sequence MKLWDVVAVCLVLLHTASAFPLPAGKRPPEAPAEDRSLGRRRAPFALSSDSNMPEDYPDQFDDVMDFIQATIKRLKRSPDKQMAVLPRRERNRQAAAANPENSRGKGRRGQRGKNRGCVLTAIHLNVTDLGLGYETKEELIFRYCSGSCDAAETTYDKILKNLSRNRRLVSDKVGQACCRPIAFDDDLSFLDDNLVYHILRKHSAKRCGCI*MKLWDVVAVCLVLLHTASAFPLPAANMPEDYPDQFDDVMDFIQATIKRLKRSPDKQMAVLPRRERNRQAAAANPENSRGKGRRGQRGK.... Protein 2 (ENSG00000110801) has sequence MSDEEARQSGGSSQAGVVTVSDVQELMRRKEEIEAQIKANYDVLESQKGIGMNEPLVDCEGYPRSDVDLYQVRTARHNIICLQNDHKAVMKQVEEALHQLHARDKEKQARDMAEAHKEAMSRKLGQSESQGPPRAFAKVNSISPGSPASIAGLQVDDEIVEFGSVNTQNFQSLHNIGSVVQHSEGPLNVTVIRRGEKHQLRLVPTRWAGKGLLGCNIIPLQR*MSDEEARQSGGSSQAGVVTVSDVQELMRRKEEIEAQIKANYDVLESQKGIGMNEPLVDCEGYPRSDVDLYQVRTARH.... Result: 0 (the proteins do not interact). (3) Protein 1 (ENSG00000128283) has sequence MPGPQGGRGAATMSLGKLSPVGWVSSSQGKRRLTADMISHPLGDFRHTMHVGRGGDVFGDTSFLSNHGGSSGSTHRSPRSFLAKKLQLVRRVGAPPRRMASPPAPSPAPPAISPIIKNAISLPQLNQAAYDSLVVGKLSFDSSPTSSTDGHSSYGLDSGFCTISRLPRSEKPHDRDRDGSFPSEPGLRRSDSLLSFRLDLDLGPSLLSELLGVMSLPEAPAAETPAPAANPPAPTANPTGPAANPPATTANPPAPAANPSAPAATPTGPAANPPAPAASSTPHGHCPNGVTAGLGPVAEV.... Result: 0 (the proteins do not interact). Protein 2 (ENSG00000169087) has sequence MAAGSEATTPVIVAAGAGGEEGEHVKPFKPEKAKEIIMSLQQPAIFCNMVFDWPARHWNAKYLSQVLHGKQIRFRMGMKSMSTVPQFETTCNYVEATLEEFLTWNCDQSSISGPFRDYDHSKFWAYADYKYFVSLFEDKTDLFQDVKWSDFGFPGRNGQESTLWIGSLGAHTPCHLDSYGCNLVFQVQGRKRWHLFPPEDTPFLYPTRIPYEESSVFSKINVVNPDLKRFPQFRKAQRHAVTLSPGQVLFVPRHWWHYVESIDPVTVSINSWIELEEDHLARVEEAITRMLVCALKTAEN.... (4) Protein 1 (ENSG00000004838) has sequence MGDLELLLPGEAEVLVRGLRSFPLREMGSEGWNQQHENLEKLNMQAILDATVSQGEPIQELLVTHGKVPTLVEELIAVEMWKQKVFPVFCRVEDFKPQNTFPIYMVVHHEASIINLLETVFFHKEVCESAEDTVLDLVDYCHRKLTLLVAQSGCGGPPEGEGSQDSNPMQELQKQAELMEFEIALKALSVLRYITDCVDSLSLSTLSRMLSTHNLPCLLVELLEHSPWSRREGGKLQQFEGSRWHTVAPSEQQKLSKLDGQVWIALYNLLLSPEAQARYCLTSFAKGRLLKLRAFLTDTL.... Protein 2 (ENSG00000118515) has sequence MTVKTEAAKGTLTYSRMRGMVAILIAFMKQRRMGLNDFIQKIANNSYACKHPEVQSILKISQPQEPELMNANPSPPPSPSQQINLGPSSNPHAKPSDFHFLKVIGKGSFGKVLLARHKAEEVFYAVKVLQKKAILKKKEEKHIMSERNVLLKNVKHPFLVGLHFSFQTADKLYFVLDYINGGELFYHLQRERCFLEPRARFYAAEIASALGYLHSLNIVYRDLKPENILLDSQGHIVLTDFGLCKENIEHNSTTSTFCGTPEYLAPEVLHKQPYDRTVDWWCLGAVLYEMLYGLPPFYSR.... Result: 0 (the proteins do not interact). (5) Protein 1 (ENSG00000072121) has sequence MNHPFGKEEAASQKQLFGFFCECLRRGEWELAQACVPQLQEGQGDIPKRVEDILQALVVCPNLLRCGQDINPQRVAWVWLLVLEKWLAREKKLLPVVFRRKLEFLLLSEDLQGDIPENILEELYETLTQGAVGHVPDGNPRRESWTPRLSSEAVSVLWDLLRQSPQPAQALLELLLEEDDGTGLCHWPLQNALVDLIRKALRALQGPDSVPPGVVDAIYGALRTLRCPAEPLGVELHLLCEELLEACRTEGSPLREERLLSCLLHKASRGLLSLYGHTYAEKVTEKPPRATASGKVSPDH.... Protein 2 (ENSG00000109205) has sequence MKIIILLGFLGATLSAPLIPQRLMSASNSNELLLNLNNGQLLPLQLQGPLNSWIPPFSGILQQQQQAQIPGLSQFSLSALDQFAGLLPNQIPLTGEASFAQGAQAGQVDPLQLQTPPQTQPGPSHVMPYVFSFKMPQEQGQMFQYYPVYMVLPWEQPQQTVPRSPQQTRQQQYEEQIPFYAQFGYIPQLAEPAISGGQQQLAFDPQLGTAPEIAVMSTGEEIPYLQKEAINFRHDSAGVFMPSTSPKPSTTNVFTSAVDQTITPELPEEKDKTDSLREP*GPLNSWIPPFSGILQQQQQA.... Result: 0 (the proteins do not interact).